From a dataset of NCI-60 drug combinations with 297,098 pairs across 59 cell lines. Regression. Given two drug SMILES strings and cell line genomic features, predict the synergy score measuring deviation from expected non-interaction effect. (1) Drug 1: C1CC(=O)NC(=O)C1N2CC3=C(C2=O)C=CC=C3N. Drug 2: CC1=C2C(C(=O)C3(C(CC4C(C3C(C(C2(C)C)(CC1OC(=O)C(C(C5=CC=CC=C5)NC(=O)C6=CC=CC=C6)O)O)OC(=O)C7=CC=CC=C7)(CO4)OC(=O)C)O)C)OC(=O)C. Cell line: BT-549. Synergy scores: CSS=18.4, Synergy_ZIP=-2.98, Synergy_Bliss=-9.69, Synergy_Loewe=-22.9, Synergy_HSA=-8.45. (2) Drug 1: CCN(CC)CCNC(=O)C1=C(NC(=C1C)C=C2C3=C(C=CC(=C3)F)NC2=O)C. Drug 2: CC1C(C(CC(O1)OC2CC(CC3=C2C(=C4C(=C3O)C(=O)C5=CC=CC=C5C4=O)O)(C(=O)C)O)N)O. Synergy scores: CSS=42.8, Synergy_ZIP=1.58, Synergy_Bliss=-0.586, Synergy_Loewe=-28.3, Synergy_HSA=0.854. Cell line: NCI-H460. (3) Drug 1: CS(=O)(=O)CCNCC1=CC=C(O1)C2=CC3=C(C=C2)N=CN=C3NC4=CC(=C(C=C4)OCC5=CC(=CC=C5)F)Cl. Drug 2: CC(C)NC(=O)C1=CC=C(C=C1)CNNC.Cl. Cell line: SNB-75. Synergy scores: CSS=1.45, Synergy_ZIP=-0.220, Synergy_Bliss=-0.731, Synergy_Loewe=-20.3, Synergy_HSA=-3.05. (4) Drug 1: C1=C(C(=O)NC(=O)N1)N(CCCl)CCCl. Drug 2: CCC(=C(C1=CC=CC=C1)C2=CC=C(C=C2)OCCN(C)C)C3=CC=CC=C3.C(C(=O)O)C(CC(=O)O)(C(=O)O)O. Cell line: SR. Synergy scores: CSS=26.3, Synergy_ZIP=-4.62, Synergy_Bliss=-10.6, Synergy_Loewe=-17.1, Synergy_HSA=-9.42. (5) Drug 1: C1CCC(C1)C(CC#N)N2C=C(C=N2)C3=C4C=CNC4=NC=N3. Drug 2: COCCOC1=C(C=C2C(=C1)C(=NC=N2)NC3=CC=CC(=C3)C#C)OCCOC.Cl. Cell line: OVCAR-4. Synergy scores: CSS=6.16, Synergy_ZIP=2.25, Synergy_Bliss=4.99, Synergy_Loewe=4.14, Synergy_HSA=4.68. (6) Cell line: UACC62. Synergy scores: CSS=-2.99, Synergy_ZIP=13.1, Synergy_Bliss=0.902, Synergy_Loewe=-3.05, Synergy_HSA=-2.25. Drug 1: C(CN)CNCCSP(=O)(O)O. Drug 2: C1C(C(OC1N2C=NC3=C2NC=NCC3O)CO)O. (7) Drug 1: CC1=C2C(C(=O)C3(C(CC4C(C3C(C(C2(C)C)(CC1OC(=O)C(C(C5=CC=CC=C5)NC(=O)C6=CC=CC=C6)O)O)OC(=O)C7=CC=CC=C7)(CO4)OC(=O)C)O)C)OC(=O)C. Drug 2: C1=NC2=C(N1)C(=S)N=CN2. Cell line: M14. Synergy scores: CSS=39.9, Synergy_ZIP=-5.33, Synergy_Bliss=-7.18, Synergy_Loewe=-8.88, Synergy_HSA=-3.43. (8) Drug 1: C1C(C(OC1N2C=NC3=C(N=C(N=C32)Cl)N)CO)O. Drug 2: CCCCCOC(=O)NC1=NC(=O)N(C=C1F)C2C(C(C(O2)C)O)O. Cell line: UACC62. Synergy scores: CSS=1.96, Synergy_ZIP=-1.38, Synergy_Bliss=-0.781, Synergy_Loewe=0.0489, Synergy_HSA=0.0487. (9) Drug 1: CC1=C(C=C(C=C1)NC(=O)C2=CC=C(C=C2)CN3CCN(CC3)C)NC4=NC=CC(=N4)C5=CN=CC=C5. Drug 2: C1CN(CCN1C(=O)CCBr)C(=O)CCBr. Cell line: OVCAR-4. Synergy scores: CSS=6.42, Synergy_ZIP=-3.97, Synergy_Bliss=0.695, Synergy_Loewe=-0.387, Synergy_HSA=0.731. (10) Drug 1: C1CCC(C1)C(CC#N)N2C=C(C=N2)C3=C4C=CNC4=NC=N3. Drug 2: CN1CCC(CC1)COC2=C(C=C3C(=C2)N=CN=C3NC4=C(C=C(C=C4)Br)F)OC. Cell line: EKVX. Synergy scores: CSS=24.5, Synergy_ZIP=-1.92, Synergy_Bliss=4.16, Synergy_Loewe=4.71, Synergy_HSA=6.85.